This data is from Reaction yield outcomes from USPTO patents with 853,638 reactions. The task is: Predict the reaction yield, written as a fraction of the theoretical maximum amount of product (1.0 means a 100% yield; for example, 0.34 means a 34% yield). The reactants are [Cl:1][C:2]1[CH:7]=[CH:6][C:5]([C:8]2([CH2:23][OH:24])[C:16]3[C:11](=[CH:12][CH:13]=[CH:14][CH:15]=3)[N:10]([CH2:17][C:18]([O:20][CH3:21])=[O:19])[C:9]2=[O:22])=[C:4](O)[CH:3]=1.ClC1C=CC(Cl)=C2C=1C(C1C(O)=CC3OCOC=3C=1)(CO)C(=O)N2CCCCC. No catalyst specified. The product is [Cl:1][C:2]1[CH:7]=[CH:6][C:5]2[C:8]3([CH2:23][O:24][C:4]=2[CH:3]=1)[C:16]1[C:11](=[CH:12][CH:13]=[CH:14][CH:15]=1)[N:10]([CH2:17][C:18]([O:20][CH3:21])=[O:19])[C:9]3=[O:22]. The yield is 0.740.